The task is: Predict the reactants needed to synthesize the given product.. This data is from Full USPTO retrosynthesis dataset with 1.9M reactions from patents (1976-2016). (1) Given the product [OH:22][C:19]([C:15]1[N:14]=[C:13]([CH2:12][N:8]2[C:4]3[N:5]=[CH:6][N:7]=[C:2]([C:29]4[CH:28]=[CH:27][CH:26]=[C:25]([O:24][CH3:23])[CH:30]=4)[C:3]=3[NH:10][N:9]2[NH2:11])[CH:18]=[CH:17][CH:16]=1)([CH3:21])[CH3:20], predict the reactants needed to synthesize it. The reactants are: Cl[C:2]1[C:3]2[NH:10][N:9]([NH2:11])[N:8]([CH2:12][C:13]3[CH:18]=[CH:17][CH:16]=[C:15]([C:19]([OH:22])([CH3:21])[CH3:20])[N:14]=3)[C:4]=2[N:5]=[CH:6][N:7]=1.[CH3:23][O:24][C:25]1[CH:26]=[C:27](B(O)O)[CH:28]=[CH:29][CH:30]=1. (2) Given the product [C:17]([C:25]1[CH:26]=[CH:27][C:28]([C:29]([NH:31][CH2:32][CH:33]2[O:15][N:1]=[C:6]([C:46]3[CH:45]=[N:44][CH:49]=[CH:48][CH:47]=3)[CH2:34]2)=[O:30])=[CH:35][CH:36]=1)(=[O:24])[C:18]1[CH:19]=[CH:20][CH:21]=[CH:22][CH:23]=1, predict the reactants needed to synthesize it. The reactants are: [N:1]1[CH:6]=CC=C(C=O)C=1.ClN1C(=[O:15])CCC1=O.[C:17]([C:25]1[CH:36]=[CH:35][C:28]([C:29]([NH:31][CH2:32][CH:33]=[CH2:34])=[O:30])=[CH:27][CH:26]=1)(=[O:24])[C:18]1[CH:23]=[CH:22][CH:21]=[CH:20][CH:19]=1.C(N(CC)CC)C.[N:44]1[CH:49]=[CH:48][CH:47]=[CH:46][CH:45]=1. (3) Given the product [Br:1][C:2]1[N:6]=[C:5]([N:16]2[CH2:17][CH2:18][CH:15]2[C:9]2[CH:14]=[CH:13][CH:12]=[CH:11][CH:10]=2)[N:4]([CH3:8])[N:3]=1, predict the reactants needed to synthesize it. The reactants are: [Br:1][C:2]1[N:6]=[C:5](Br)[N:4]([CH3:8])[N:3]=1.[C:9]1([CH:15]2[CH2:18][CH2:17][NH:16]2)[CH:14]=[CH:13][CH:12]=[CH:11][CH:10]=1.C(=O)([O-])[O-].[K+].[K+]. (4) The reactants are: [C:1]([C:3]1[CH:17]=[CH:16][C:6]([C:7]([NH:9][C@H:10]([CH3:15])[C:11]([F:14])([F:13])[F:12])=[O:8])=[C:5]([F:18])[CH:4]=1)#[N:2]. Given the product [NH2:2][CH2:1][C:3]1[CH:17]=[CH:16][C:6]([C:7]([NH:9][C@H:10]([CH3:15])[C:11]([F:12])([F:13])[F:14])=[O:8])=[C:5]([F:18])[CH:4]=1, predict the reactants needed to synthesize it. (5) The reactants are: [CH3:1][C:2]1[CH:3]=[C:4]([CH:9]=[CH:10][C:11]#[N:12])[CH:5]=[CH:6][C:7]=1[CH3:8].CS(O)(=O)=O. Given the product [CH3:1][C:2]1[CH:3]=[C:4]([CH2:9][CH2:10][CH2:11][NH2:12])[CH:5]=[CH:6][C:7]=1[CH3:8], predict the reactants needed to synthesize it. (6) Given the product [ClH:18].[NH:8]1[C:16]2[C:11](=[CH:12][C:13]([OH:17])=[CH:14][CH:15]=2)[CH2:10][CH2:9]1, predict the reactants needed to synthesize it. The reactants are: C(OC([N:8]1[C:16]2[C:11](=[CH:12][C:13]([OH:17])=[CH:14][CH:15]=2)[CH2:10][CH2:9]1)=O)(C)(C)C.[ClH:18].O1CCOCC1. (7) Given the product [N:19]1[CH:20]=[C:21]([CH:24]=[CH:25][CH:26]=[O:27])[CH:22]=[N:23][CH:18]=1, predict the reactants needed to synthesize it. The reactants are: N1C=CCC(=NC=CC(OCC)=O)C=1.C1([C:18]2[N:23]=[CH:22][C:21]([CH:24]=[CH:25][C:26](OCC)=[O:27])=[CH:20][N:19]=2)CC1.